From a dataset of NCI-60 drug combinations with 297,098 pairs across 59 cell lines. Regression. Given two drug SMILES strings and cell line genomic features, predict the synergy score measuring deviation from expected non-interaction effect. (1) Drug 1: C1=CC(=CC=C1CCCC(=O)O)N(CCCl)CCCl. Drug 2: CC1=C(C(=CC=C1)Cl)NC(=O)C2=CN=C(S2)NC3=CC(=NC(=N3)C)N4CCN(CC4)CCO. Cell line: SR. Synergy scores: CSS=47.8, Synergy_ZIP=2.01, Synergy_Bliss=1.19, Synergy_Loewe=2.27, Synergy_HSA=2.33. (2) Drug 1: CN1CCC(CC1)COC2=C(C=C3C(=C2)N=CN=C3NC4=C(C=C(C=C4)Br)F)OC. Drug 2: CN(C)C1=NC(=NC(=N1)N(C)C)N(C)C. Cell line: NCI-H522. Synergy scores: CSS=17.1, Synergy_ZIP=-5.15, Synergy_Bliss=0.700, Synergy_Loewe=-26.6, Synergy_HSA=-2.25. (3) Drug 1: C1CCN(CC1)CCOC2=CC=C(C=C2)C(=O)C3=C(SC4=C3C=CC(=C4)O)C5=CC=C(C=C5)O. Drug 2: CC(C)(C#N)C1=CC(=CC(=C1)CN2C=NC=N2)C(C)(C)C#N. Cell line: SNB-75. Synergy scores: CSS=-0.471, Synergy_ZIP=-1.35, Synergy_Bliss=-2.63, Synergy_Loewe=-1.51, Synergy_HSA=-1.64. (4) Cell line: CAKI-1. Synergy scores: CSS=-6.18, Synergy_ZIP=0.588, Synergy_Bliss=-3.58, Synergy_Loewe=-17.7, Synergy_HSA=-9.42. Drug 1: C(=O)(N)NO. Drug 2: C1CNP(=O)(OC1)N(CCCl)CCCl. (5) Drug 1: CCC1=CC2CC(C3=C(CN(C2)C1)C4=CC=CC=C4N3)(C5=C(C=C6C(=C5)C78CCN9C7C(C=CC9)(C(C(C8N6C)(C(=O)OC)O)OC(=O)C)CC)OC)C(=O)OC.C(C(C(=O)O)O)(C(=O)O)O. Drug 2: CCCS(=O)(=O)NC1=C(C(=C(C=C1)F)C(=O)C2=CNC3=C2C=C(C=N3)C4=CC=C(C=C4)Cl)F. Cell line: HL-60(TB). Synergy scores: CSS=40.6, Synergy_ZIP=3.24, Synergy_Bliss=9.06, Synergy_Loewe=-8.58, Synergy_HSA=1.62. (6) Drug 1: C1=CC=C(C(=C1)C(C2=CC=C(C=C2)Cl)C(Cl)Cl)Cl. Drug 2: C(CN)CNCCSP(=O)(O)O. Cell line: TK-10. Synergy scores: CSS=-1.79, Synergy_ZIP=1.20, Synergy_Bliss=1.00, Synergy_Loewe=-3.20, Synergy_HSA=-2.07. (7) Drug 1: CC1=C2C(C(=O)C3(C(CC4C(C3C(C(C2(C)C)(CC1OC(=O)C(C(C5=CC=CC=C5)NC(=O)OC(C)(C)C)O)O)OC(=O)C6=CC=CC=C6)(CO4)OC(=O)C)OC)C)OC. Drug 2: C1=NC2=C(N1)C(=S)N=CN2. Cell line: HOP-62. Synergy scores: CSS=27.5, Synergy_ZIP=-17.4, Synergy_Bliss=-23.7, Synergy_Loewe=-17.3, Synergy_HSA=-15.6.